This data is from Reaction yield outcomes from USPTO patents with 853,638 reactions. The task is: Predict the reaction yield, written as a fraction of the theoretical maximum amount of product (1.0 means a 100% yield; for example, 0.34 means a 34% yield). (1) The reactants are [F:1][C:2]1[CH:3]=[C:4]([C:10]2[C:15]([C:16]3[CH:21]=[CH:20][C:19]([O:22][CH3:23])=[CH:18][CH:17]=3)=[N:14][NH:13][C:12](=[O:24])[CH:11]=2)[CH:5]=[CH:6][C:7]=1[O:8][CH3:9].[CH2:25](I)[CH3:26]. No catalyst specified. The product is [CH2:25]([N:13]1[C:12](=[O:24])[CH:11]=[C:10]([C:4]2[CH:5]=[CH:6][C:7]([O:8][CH3:9])=[C:2]([F:1])[CH:3]=2)[C:15]([C:16]2[CH:17]=[CH:18][C:19]([O:22][CH3:23])=[CH:20][CH:21]=2)=[N:14]1)[CH3:26]. The yield is 0.978. (2) The reactants are [CH3:1][S:2]([C:5]1[S:9][C:8]([C:10](O)=[O:11])=[CH:7][CH:6]=1)(=[O:4])=[O:3].B. The catalyst is C1COCC1. The product is [CH3:1][S:2]([C:5]1[S:9][C:8]([CH2:10][OH:11])=[CH:7][CH:6]=1)(=[O:4])=[O:3]. The yield is 0.602. (3) The reactants are [CH:1]1([N:7]([CH:19]2[CH2:24][CH2:23][CH2:22][CH2:21][CH2:20]2)[C:8](=[O:18])[NH:9][C:10]2[S:11][C:12]([C:15]([OH:17])=O)=[CH:13][N:14]=2)[CH2:6][CH2:5][CH2:4][CH2:3][CH2:2]1.[C:25]([O:29][C:30]([N:32]1[CH2:37][CH2:36][NH:35][CH2:34][CH2:33]1)=[O:31])([CH3:28])([CH3:27])[CH3:26].CN(C(ON1N=NC2C=CC=CC1=2)=[N+](C)C)C.F[P-](F)(F)(F)(F)F.CCN(C(C)C)C(C)C. The catalyst is CCOC(C)=O.CN(C=O)C. The product is [C:25]([O:29][C:30]([N:32]1[CH2:37][CH2:36][N:35]([C:15]([C:12]2[S:11][C:10]([NH:9][C:8]([N:7]([CH:1]3[CH2:6][CH2:5][CH2:4][CH2:3][CH2:2]3)[CH:19]3[CH2:20][CH2:21][CH2:22][CH2:23][CH2:24]3)=[O:18])=[N:14][CH:13]=2)=[O:17])[CH2:34][CH2:33]1)=[O:31])([CH3:28])([CH3:26])[CH3:27]. The yield is 0.720. (4) The reactants are [NH2:1][C:2]1[C:11]2[CH:10]=[CH:9][C:8]([F:12])=[C:7](Br)[C:6]=2[N:5]=[C:4]2[CH2:14][N:15]([CH:18]3[CH2:21][CH2:20][CH2:19]3)[C:16](=[O:17])[C:3]=12.[CH3:22][O:23][C:24]1[C:29](B(O)O)=[CH:28][CH:27]=[C:26]([O:33][CH3:34])[N:25]=1. No catalyst specified. The product is [NH2:1][C:2]1[C:11]2[CH:10]=[CH:9][C:8]([F:12])=[C:7]([C:29]3[C:24]([O:23][CH3:22])=[N:25][C:26]([O:33][CH3:34])=[CH:27][CH:28]=3)[C:6]=2[N:5]=[C:4]2[CH2:14][N:15]([CH:18]3[CH2:21][CH2:20][CH2:19]3)[C:16](=[O:17])[C:3]=12. The yield is 0.285. (5) The product is [C:4]([O:3][C:1]([N:8]1[CH2:13][CH2:12][CH:11]([NH:22][CH2:15][C:16]2[CH:21]=[CH:20][CH:19]=[CH:18][CH:17]=2)[CH2:10][CH2:9]1)=[O:2])([CH3:7])([CH3:6])[CH3:5]. The reactants are [C:1]([N:8]1[CH2:13][CH2:12][CH2:11][CH2:10][C:9]1=O)([O:3][C:4]([CH3:7])([CH3:6])[CH3:5])=[O:2].[CH2:15]([NH2:22])[C:16]1[CH:21]=[CH:20][CH:19]=[CH:18][CH:17]=1.C(O)(=O)C.C(O[BH-](OC(=O)C)OC(=O)C)(=O)C.[Na+]. The yield is 0.980. The catalyst is C1COCC1. (6) The reactants are C(NC(C)C)(C)C.C([Li])CCC.[Br:13][C:14]1[CH:15]=[N:16][CH:17]=[C:18]([F:20])[CH:19]=1.[Cl:21]C(Cl)(Cl)C(Cl)(Cl)Cl.[ClH:29]. The catalyst is O1CCCC1.CC(OC)(C)C.O. The product is [ClH:21].[Br:13][C:14]1[CH:15]=[N:16][CH:17]=[C:18]([F:20])[C:19]=1[Cl:29]. The yield is 0.690. (7) The reactants are [Cl:1][C:2]1[CH:3]=[C:4]([S:11]([NH:14][CH3:15])(=[O:13])=[O:12])[CH:5]=[C:6]([N+:8]([O-])=O)[CH:7]=1.[Sn](Cl)Cl. The catalyst is C(O)C. The product is [NH2:8][C:6]1[CH:5]=[C:4]([S:11]([NH:14][CH3:15])(=[O:12])=[O:13])[CH:3]=[C:2]([Cl:1])[CH:7]=1. The yield is 0.688. (8) The reactants are [CH3:1][C:2]([N+:8]([O-:10])=[O:9])([CH3:7])[CH2:3][CH2:4][CH2:5][I:6].[CH3:11][P:12]([CH3:14])[CH3:13].C1COCC1. The catalyst is CC(=O)CC. The product is [I-:6].[CH3:11][P+:12]([CH3:14])([CH3:13])[CH2:5][CH2:4][CH2:3][C:2]([CH3:7])([N+:8]([O-:10])=[O:9])[CH3:1]. The yield is 0.930.